This data is from Catalyst prediction with 721,799 reactions and 888 catalyst types from USPTO. The task is: Predict which catalyst facilitates the given reaction. (1) Reactant: C([O:8][N:9]1[C:18]2[C:13](=[CH:14][CH:15]=[CH:16][N:17]=2)[C:12]([OH:19])=[C:11]([C:20]([O:22][CH2:23][CH3:24])=[O:21])[C:10]1=[O:25])C1C=CC=CC=1. Product: [OH:8][N:9]1[C:18]2[C:13](=[CH:14][CH:15]=[CH:16][N:17]=2)[C:12]([OH:19])=[C:11]([C:20]([O:22][CH2:23][CH3:24])=[O:21])[C:10]1=[O:25]. The catalyst class is: 50. (2) Reactant: [OH:1][C:2]1[CH:3]=[C:4]2[C:9](=[CH:10][C:11]=1[O:12][CH3:13])[C:8]([CH2:14][C:15]1[CH:20]=[CH:19][CH:18]=[C:17]([O:21][CH2:22][CH3:23])[CH:16]=1)=[N:7][CH:6]=[C:5]2[CH:24]=[O:25].C(=O)([O-])[O-].[K+].[K+].[Br:32][CH2:33][CH2:34]Br. Product: [CH2:22]([O:21][C:17]1[CH:16]=[C:15]([CH:20]=[CH:19][CH:18]=1)[CH2:14][C:8]1[C:9]2[C:4](=[CH:3][C:2]([O:1][CH2:34][CH2:33][Br:32])=[C:11]([O:12][CH3:13])[CH:10]=2)[C:5]([CH:24]=[O:25])=[CH:6][N:7]=1)[CH3:23]. The catalyst class is: 9. (3) Reactant: [C:1]([O:5][C:6](=[O:33])[CH:7]=[C:8](OS(C(F)(F)F)(=O)=O)[CH2:9][CH2:10][CH2:11][CH2:12][CH2:13][CH2:14][C:15]1[CH:24]=[CH:23][C:22]2[CH2:21][CH2:20][CH2:19][NH:18][C:17]=2[N:16]=1)([CH3:4])([CH3:3])[CH3:2].[C:34]1(B(O)O)[CH:39]=[CH:38][CH:37]=[CH:36][CH:35]=1.C(=O)([O-])[O-].[K+].[K+].C(=O)([O-])O.[Na+]. Product: [C:1]([O:5][C:6](=[O:33])[CH:7]=[C:8]([C:34]1[CH:39]=[CH:38][CH:37]=[CH:36][CH:35]=1)[CH2:9][CH2:10][CH2:11][CH2:12][CH2:13][CH2:14][C:15]1[CH:24]=[CH:23][C:22]2[CH2:21][CH2:20][CH2:19][NH:18][C:17]=2[N:16]=1)([CH3:4])([CH3:3])[CH3:2]. The catalyst class is: 11. (4) Reactant: [CH3:1][O:2][C:3](=[O:23])[C:4]1[CH:18]=[C:17]([O:19][CH2:20][CH:21]=[CH2:22])[CH:16]=[C:6]([C:7]([NH:9][CH2:10][CH:11](OC)[O:12]C)=[O:8])[CH:5]=1. Product: [CH3:1][O:2][C:3](=[O:23])[C:4]1[CH:18]=[C:17]([O:19][CH2:20][CH:21]=[CH2:22])[CH:16]=[C:6]([C:7]([NH:9][CH2:10][CH:11]=[O:12])=[O:8])[CH:5]=1. The catalyst class is: 295. (5) Reactant: FC(F)(F)C(O)=O.[CH3:8][O:9][C:10](=[O:52])[CH2:11][C:12]1[CH:13]=[N:14][CH:15]=[C:16]([C:18]2[CH:23]=[CH:22][C:21]([C:24]([CH2:49][CH3:50])([C:27]3[CH:32]=[CH:31][C:30]([C:33]#[C:34][C:35]([O:44]COC)([C:40]([F:43])([F:42])[F:41])[C:36]([F:39])([F:38])[F:37])=[C:29]([CH3:48])[CH:28]=3)[CH2:25][CH3:26])=[CH:20][C:19]=2[CH3:51])[CH:17]=1.C(=O)(O)[O-].[Na+]. Product: [CH3:8][O:9][C:10](=[O:52])[CH2:11][C:12]1[CH:13]=[N:14][CH:15]=[C:16]([C:18]2[CH:23]=[CH:22][C:21]([C:24]([CH2:25][CH3:26])([C:27]3[CH:32]=[CH:31][C:30]([C:33]#[C:34][C:35]([OH:44])([C:36]([F:37])([F:39])[F:38])[C:40]([F:42])([F:43])[F:41])=[C:29]([CH3:48])[CH:28]=3)[CH2:49][CH3:50])=[CH:20][C:19]=2[CH3:51])[CH:17]=1. The catalyst class is: 4. (6) Reactant: [OH-].[Na+].[Cl:3][C:4]1[CH:9]=[CH:8][CH:7]=[C:6]([Cl:10])[C:5]=1[C:11]1[C:15]([CH2:16][O:17][C:18]2[CH:23]=[CH:22][C:21]([C:24]3[CH:25]=[C:26]4[C:31](=[CH:32][C:33]=3[F:34])[N:30]=[C:29]([C:35]([O:37]CC)=[O:36])[CH:28]=[CH:27]4)=[CH:20][CH:19]=2)=[C:14]([CH:40]([CH3:42])[CH3:41])[O:13][N:12]=1.Cl.O. Product: [Cl:10][C:6]1[CH:7]=[CH:8][CH:9]=[C:4]([Cl:3])[C:5]=1[C:11]1[C:15]([CH2:16][O:17][C:18]2[CH:19]=[CH:20][C:21]([C:24]3[CH:25]=[C:26]4[C:31](=[CH:32][C:33]=3[F:34])[N:30]=[C:29]([C:35]([OH:37])=[O:36])[CH:28]=[CH:27]4)=[CH:22][CH:23]=2)=[C:14]([CH:40]([CH3:42])[CH3:41])[O:13][N:12]=1. The catalyst class is: 83. (7) Reactant: C([C:3]1[C:13]2[CH2:12][CH:11]([CH2:14][C:15]([OH:17])=[O:16])[C:10]3[CH:18]=[CH:19][CH:20]=[CH:21][C:9]=3[O:8][C:7]=2[CH:6]=[C:5]([O:22][CH2:23][CH2:24][C:25]2[CH:30]=[CH:29][CH:28]=[C:27]([NH:31][CH3:32])[N:26]=2)[CH:4]=1)C.[OH-].[Na+]. Product: [CH3:32][NH:31][C:27]1[N:26]=[C:25]([CH2:24][CH2:23][O:22][C:5]2[CH:4]=[CH:3][C:13]3[CH2:12][CH:11]([CH2:14][C:15]([OH:17])=[O:16])[C:10]4[CH:18]=[CH:19][CH:20]=[CH:21][C:9]=4[O:8][C:7]=3[CH:6]=2)[CH:30]=[CH:29][CH:28]=1. The catalyst class is: 14. (8) Reactant: [NH:1]1[C:5]2[CH:6]=[N:7][CH:8]=[C:9]([C:10]#[N:11])[C:4]=2[CH:3]=[CH:2]1.Cl.[NH2:13][OH:14].C(=O)(O)[O-].[Na+]. Product: [OH:14][NH:13][C:10]([C:9]1[C:4]2[CH:3]=[CH:2][NH:1][C:5]=2[CH:6]=[N:7][CH:8]=1)=[NH:11]. The catalyst class is: 8. (9) The catalyst class is: 30. Reactant: C(Cl)(=O)C(Cl)=O.CS(C)=O.[CH3:11][C:12]([C:16]1[CH:21]=[CH:20][CH:19]=[C:18]([CH3:22])[CH:17]=1)([CH3:15])[CH2:13][OH:14].C(N(CC)CC)C. Product: [CH3:15][C:12]([C:16]1[CH:21]=[CH:20][CH:19]=[C:18]([CH3:22])[CH:17]=1)([CH3:11])[CH:13]=[O:14].